From a dataset of Peptide-MHC class I binding affinity with 185,985 pairs from IEDB/IMGT. Regression. Given a peptide amino acid sequence and an MHC pseudo amino acid sequence, predict their binding affinity value. This is MHC class I binding data. (1) The peptide sequence is VKINIFPLY. The MHC is HLA-A02:01 with pseudo-sequence HLA-A02:01. The binding affinity (normalized) is 0.0847. (2) The peptide sequence is IPRLLRTFL. The MHC is HLA-B38:01 with pseudo-sequence HLA-B38:01. The binding affinity (normalized) is 0.0847. (3) The peptide sequence is DLTDYLMKIL. The MHC is HLA-A68:02 with pseudo-sequence HLA-A68:02. The binding affinity (normalized) is 0.162. (4) The peptide sequence is ETLDVFGPI. The MHC is HLA-A25:01 with pseudo-sequence HLA-A25:01. The binding affinity (normalized) is 0.689. (5) The binding affinity (normalized) is 0.293. The MHC is H-2-Kb with pseudo-sequence H-2-Kb. The peptide sequence is IQLTNGDSL.